From a dataset of Full USPTO retrosynthesis dataset with 1.9M reactions from patents (1976-2016). Predict the reactants needed to synthesize the given product. (1) Given the product [CH2:13]([C:15]1[CH:16]=[C:17]([CH:24]=[O:25])[C:18]([F:21])=[N:19][CH:20]=1)[CH3:14], predict the reactants needed to synthesize it. The reactants are: C(NC(C)C)(C)C.C([Li])CCC.[CH2:13]([C:15]1[CH:16]=[CH:17][C:18]([F:21])=[N:19][CH:20]=1)[CH3:14].CN(C)[CH:24]=[O:25]. (2) Given the product [CH3:15][O:16][C:17]1[CH:18]=[C:19]([CH:27]=[CH:28][C:2]2[CH:7]=[CH:6][C:5]([N:8]3[C:12](=[O:13])[CH2:11][C:10]([CH3:14])=[N:9]3)=[CH:4][CH:3]=2)[CH:20]=[CH:21][C:22]=1[O:23][CH2:24][O:25][CH3:26], predict the reactants needed to synthesize it. The reactants are: Br[C:2]1[CH:7]=[CH:6][C:5]([N:8]2[C:12](=[O:13])[CH2:11][C:10]([CH3:14])=[N:9]2)=[CH:4][CH:3]=1.[CH3:15][O:16][C:17]1[CH:18]=[C:19]([CH:27]=[CH:28]B(O)O)[CH:20]=[CH:21][C:22]=1[O:23][CH2:24][O:25][CH3:26].C(=O)([O-])[O-].[Na+].[Na+]. (3) Given the product [N:1]1[CH:6]=[CH:5][CH:4]=[CH:3][C:2]=1[C:7]1[NH:12][C:10]([C:13]2[NH:15][C:16]([C:19]3[CH:24]=[CH:23][CH:22]=[CH:21][N:20]=3)=[CH:17][CH:18]=2)=[CH:9][CH:8]=1, predict the reactants needed to synthesize it. The reactants are: [N:1]1[CH:6]=[CH:5][CH:4]=[CH:3][C:2]=1[C:7]1[N:12]=N[C:10]([C:13]2N=[N:15][C:16]([C:19]3[CH:24]=[CH:23][CH:22]=[CH:21][N:20]=3)=[CH:17][CH:18]=2)=[CH:9][CH:8]=1.OS(O)(=O)=O. (4) Given the product [C:41]([O:45][C:46](=[O:65])[N:47]=[C:48]([NH:57][C:58]([O:60][C:61]([CH3:64])([CH3:63])[CH3:62])=[O:59])[NH:1][C@@H:2]([CH3:3])[C:4]([NH:6][C@@H:7]([CH:35]1[CH2:40][CH2:39][CH2:38][CH2:37][CH2:36]1)[C:8]([N:10]1[C@H:15]([C:16](=[O:17])[NH:18][C@H:19]2[C:28]3[C:23](=[CH:24][CH:25]=[CH:26][CH:27]=3)[O:22][CH2:21][CH2:20]2)[CH2:14][N:13]2[CH2:29][C@H:30]([O:32][CH2:33][CH3:34])[CH2:31][C@@H:12]2[CH2:11]1)=[O:9])=[O:5])([CH3:44])([CH3:43])[CH3:42], predict the reactants needed to synthesize it. The reactants are: [NH2:1][C@H:2]([C:4]([NH:6][C@@H:7]([CH:35]1[CH2:40][CH2:39][CH2:38][CH2:37][CH2:36]1)[C:8]([N:10]1[C@H:15]([C:16]([NH:18][C@H:19]2[C:28]3[C:23](=[CH:24][CH:25]=[CH:26][CH:27]=3)[O:22][CH2:21][CH2:20]2)=[O:17])[CH2:14][N:13]2[CH2:29][C@H:30]([O:32][CH2:33][CH3:34])[CH2:31][C@@H:12]2[CH2:11]1)=[O:9])=[O:5])[CH3:3].[C:41]([O:45][C:46](=[O:65])[N:47]=[C:48]([NH:57][C:58]([O:60][C:61]([CH3:64])([CH3:63])[CH3:62])=[O:59])NS(C(F)(F)F)(=O)=O)([CH3:44])([CH3:43])[CH3:42].C(N(CC)C(C)C)(C)C.C(=O)([O-])O.[Na+]. (5) The reactants are: [F:1][C:2]1[C:7]([OH:8])=[CH:6][CH:5]=[C:4]([F:9])[C:3]=1[C:10]1[N:15]=[C:14]([C:16]([O:18][CH3:19])=[O:17])[CH:13]=[CH:12][C:11]=1[F:20].C(=O)([O-])[O-].[Cs+].[Cs+].Br[CH2:28][CH2:29][O:30][Si:31]([C:34]([CH3:37])([CH3:36])[CH3:35])([CH3:33])[CH3:32]. Given the product [Si:31]([O:30][CH2:29][CH2:28][O:8][C:7]1[C:2]([F:1])=[C:3]([C:10]2[N:15]=[C:14]([C:16]([O:18][CH3:19])=[O:17])[CH:13]=[CH:12][C:11]=2[F:20])[C:4]([F:9])=[CH:5][CH:6]=1)([C:34]([CH3:37])([CH3:36])[CH3:35])([CH3:33])[CH3:32], predict the reactants needed to synthesize it.